This data is from Forward reaction prediction with 1.9M reactions from USPTO patents (1976-2016). The task is: Predict the product of the given reaction. Given the reactants N.[NH2:2][C:3]1[N:8]([C:9]2[CH:10]=[C:11]([CH:14]=[CH:15][CH:16]=2)[C:12]#[N:13])[C:7](=[S:17])[NH:6][C:5](=[O:18])[C:4]=1[N:19]=O.S(S([O-])=O)([O-])=O.[Na+].[Na+].S(=O)(=O)(O)O, predict the reaction product. The product is: [NH2:19][C:4]1[C:5](=[O:18])[NH:6][C:7](=[S:17])[N:8]([C:9]2[CH:10]=[C:11]([CH:14]=[CH:15][CH:16]=2)[C:12]#[N:13])[C:3]=1[NH2:2].